Dataset: Retrosynthesis with 50K atom-mapped reactions and 10 reaction types from USPTO. Task: Predict the reactants needed to synthesize the given product. (1) Given the product Cn1cc(-c2ccnc(-n3ncc4cc(C(C)(C)C)cc(F)c4c3=O)c2CO)cc(Nc2cc3n(n2)CCN(CC(F)(F)F)C3)c1=O, predict the reactants needed to synthesize it. The reactants are: Cn1cc(-c2ccnc(-n3ncc4cc(C(C)(C)C)cc(F)c4c3=O)c2C=O)cc(Nc2cc3n(n2)CCN(CC(F)(F)F)C3)c1=O. (2) Given the product Cc1cc(NC(=O)CCN2CCC(OC(=O)Nc3ccccc3-c3ccccc3)CC2)c(C)cc1CNC[C@H](O[Si](C)(C)C(C)(C)C)c1ccc(O)c(NC=O)c1, predict the reactants needed to synthesize it. The reactants are: CC(C)(C)[Si](C)(C)O[C@@H](CN)c1ccc(O)c(NC=O)c1.Cc1cc(NC(=O)CCN2CCC(OC(=O)Nc3ccccc3-c3ccccc3)CC2)c(C)cc1C=O.